This data is from Forward reaction prediction with 1.9M reactions from USPTO patents (1976-2016). The task is: Predict the product of the given reaction. Given the reactants [C:1]([C:3]1[CH:8]=[CH:7][C:6]([CH:9]([CH3:13])[C:10]([OH:12])=O)=[CH:5][C:4]=1[O:14][CH3:15])#[N:2].[CH2:16]([O:20][C:21]1[C:26]([CH2:27][NH2:28])=[CH:25][CH:24]=[C:23]([C:29]([F:32])([F:31])[F:30])[N:22]=1)[CH2:17][CH2:18][CH3:19].CN(C)CCCN=C=NCC.ON1C2C=CC=CC=2N=N1.C(N(CC)CC)C, predict the reaction product. The product is: [CH2:16]([O:20][C:21]1[C:26]([CH2:27][NH:28][C:10](=[O:12])[CH:9]([C:6]2[CH:7]=[CH:8][C:3]([C:1]#[N:2])=[C:4]([O:14][CH3:15])[CH:5]=2)[CH3:13])=[CH:25][CH:24]=[C:23]([C:29]([F:32])([F:30])[F:31])[N:22]=1)[CH2:17][CH2:18][CH3:19].